This data is from Forward reaction prediction with 1.9M reactions from USPTO patents (1976-2016). The task is: Predict the product of the given reaction. (1) Given the reactants [Br:1][C:2]1[CH:3]=[C:4]([C:11]([N:13]2[CH2:18][CH2:17][O:16][C:15]3[N:19]=[CH:20][C:21]([C:23]4[CH:28]=[CH:27][CH:26]=[C:25]([CH2:29][F:30])[CH:24]=4)=[CH:22][C:14]2=3)=[O:12])[CH:5]=[C:6]([Br:10])[C:7]=1[O:8]C.[Br-].[Li+].N1CCNCC1, predict the reaction product. The product is: [Br:10][C:6]1[CH:5]=[C:4]([C:11]([N:13]2[CH2:18][CH2:17][O:16][C:15]3[N:19]=[CH:20][C:21]([C:23]4[CH:28]=[CH:27][CH:26]=[C:25]([CH2:29][F:30])[CH:24]=4)=[CH:22][C:14]2=3)=[O:12])[CH:3]=[C:2]([Br:1])[C:7]=1[OH:8]. (2) Given the reactants Cl.Cl.[NH2:3][C:4]1[CH:9]=[CH:8][N:7]=[C:6]([NH:10][C:11]2[CH:16]=[C:15]([N:17]3[CH2:21][CH2:20][C@:19]([CH:24]4[CH2:26][CH2:25]4)([C:22]#[N:23])[C:18]3=[O:27])[CH:14]=[CH:13][N:12]=2)[CH:5]=1.F[P-](F)(F)(F)(F)F.N1(OC(N(C)C)=[N+](C)C)C2N=CC=CC=2N=N1.[F:52][C:53]([F:59])([F:58])[CH2:54][C:55](O)=[O:56].C(=O)([O-])O.[Na+], predict the reaction product. The product is: [C:22]([C@@:19]1([CH:24]2[CH2:26][CH2:25]2)[CH2:20][CH2:21][N:17]([C:15]2[CH:14]=[CH:13][N:12]=[C:11]([NH:10][C:6]3[CH:5]=[C:4]([NH:3][C:55](=[O:56])[CH2:54][C:53]([F:59])([F:58])[F:52])[CH:9]=[CH:8][N:7]=3)[CH:16]=2)[C:18]1=[O:27])#[N:23]. (3) Given the reactants C(O[C:5]([CH3:8])([CH3:7])[CH3:6])(=O)C.[NH2:9][CH:10]([CH2:14][C:15]1[CH:20]=[CH:19][C:18]([OH:21])=[C:17]([O:22][CH3:23])[CH:16]=1)[C:11]([OH:13])=[O:12].FC(F)(F)S(O)(=O)=O.[OH-].[Na+].C([O-])([O-])=O.[K+].[K+], predict the reaction product. The product is: [NH2:9][CH:10]([CH2:14][C:15]1[CH:20]=[CH:19][C:18]([OH:21])=[C:17]([O:22][CH3:23])[CH:16]=1)[C:11]([O:13][C:5]([CH3:8])([CH3:7])[CH3:6])=[O:12]. (4) Given the reactants [C:1]1([S:7]([N:10]2[C:18]3[C:13](=[C:14]4[CH2:23][N:22]([C:24](OC(C)(C)C)=O)[CH2:21][CH2:20][O:19][C:15]4=[CH:16][CH:17]=3)[CH:12]=[CH:11]2)(=[O:9])=[O:8])[CH:6]=[CH:5][CH:4]=[CH:3][CH:2]=1.C(O)([C:33](F)(F)[F:34])=O.C(N(CC)CC)C.FCCI, predict the reaction product. The product is: [F:34][CH2:33][CH2:24][N:22]1[CH2:23][C:14]2=[C:13]3[C:18](=[CH:17][CH:16]=[C:15]2[O:19][CH2:20][CH2:21]1)[N:10]([S:7]([C:1]1[CH:2]=[CH:3][CH:4]=[CH:5][CH:6]=1)(=[O:8])=[O:9])[CH:11]=[CH:12]3.